Dataset: Forward reaction prediction with 1.9M reactions from USPTO patents (1976-2016). Task: Predict the product of the given reaction. (1) Given the reactants C([N:8]1[CH2:13][CH2:12][N:11]([C:14]2[C:22]3[O:21][CH2:20][CH2:19][C:18]=3[CH:17]=[C:16]([F:23])[CH:15]=2)[CH2:10][CH2:9]1)C1C=CC=CC=1.C([O-])=O.[NH4+], predict the reaction product. The product is: [F:23][C:16]1[CH:15]=[C:14]([N:11]2[CH2:12][CH2:13][NH:8][CH2:9][CH2:10]2)[C:22]2[O:21][CH2:20][CH2:19][C:18]=2[CH:17]=1. (2) Given the reactants [Cl:1][C:2]1[CH:7]=[CH:6][C:5]([NH2:8])=[C:4]([C:9]#[C:10][C:11]2[CH:16]=[CH:15][CH:14]=[CH:13][C:12]=2[Cl:17])[CH:3]=1.[CH2:18]([O:20][C:21](=[O:26])[CH2:22][C:23](Cl)=[O:24])[CH3:19].C(N(CC)CC)C, predict the reaction product. The product is: [CH2:18]([O:20][C:21](=[O:26])[CH2:22][C:23]([NH:8][C:5]1[CH:6]=[CH:7][C:2]([Cl:1])=[CH:3][C:4]=1[C:9]#[C:10][C:11]1[CH:16]=[CH:15][CH:14]=[CH:13][C:12]=1[Cl:17])=[O:24])[CH3:19].